This data is from Catalyst prediction with 721,799 reactions and 888 catalyst types from USPTO. The task is: Predict which catalyst facilitates the given reaction. (1) The catalyst class is: 2. Product: [C:1]([O:16][C:15]1[CH:10]=[C:11]([CH3:17])[CH:12]=[CH:13][CH:14]=1)(=[O:8])[C:2]1[CH:7]=[CH:6][CH:5]=[CH:4][CH:3]=1. Reactant: [C:1](Cl)(=[O:8])[C:2]1[CH:7]=[CH:6][CH:5]=[CH:4][CH:3]=1.[CH:10]1[C:15]([OH:16])=[CH:14][CH:13]=[CH:12][C:11]=1[CH3:17].CN1CCOCC1. (2) Reactant: [Br-].C1([PH+](C2C=CC=CC=2)C2C=CC=CC=2)C=CC=CC=1.[F:21][C:22]1[C:27]([C@@H:28]([N:30]2[CH2:35][CH:34]([CH3:36])[O:33][C@H:32](O)[C:31]2=[O:38])[CH3:29])=[CH:26][CH:25]=[C:24]([F:39])[N:23]=1.C(N(CC)CC)C.[CH3:47][O:48][C:49]1[CH:50]=[C:51]([CH:54]=[CH:55][C:56]=1[N:57]1[CH:61]=[C:60]([CH3:62])[N:59]=[CH:58]1)[CH:52]=O. Product: [F:21][C:22]1[C:27]([C@@H:28]([N:30]2[CH2:35][C@H:34]([CH3:36])[O:33]/[C:32](=[CH:52]\[C:51]3[CH:54]=[CH:55][C:56]([N:57]4[CH:61]=[C:60]([CH3:62])[N:59]=[CH:58]4)=[C:49]([O:48][CH3:47])[CH:50]=3)/[C:31]2=[O:38])[CH3:29])=[CH:26][CH:25]=[C:24]([F:39])[N:23]=1. The catalyst class is: 10. (3) Reactant: [Br:1][C:2]1[CH:7]=[CH:6][C:5]([C:8]2[O:9][C:10]([CH3:20])=[C:11]([CH2:13][CH2:14]OS(C)(=O)=O)[N:12]=2)=[CH:4][CH:3]=1.C(=O)([O-])[O-].[K+].[K+].[I-].[K+].CC1C=CC(S(O)(=O)=O)=CC=1.[F:40][CH2:41][C@@H:42]1[CH2:46][CH2:45][NH:44][CH2:43]1. Product: [Br:1][C:2]1[CH:7]=[CH:6][C:5]([C:8]2[O:9][C:10]([CH3:20])=[C:11]([CH2:13][CH2:14][N:44]3[CH2:45][CH2:46][C@@H:42]([CH2:41][F:40])[CH2:43]3)[N:12]=2)=[CH:4][CH:3]=1. The catalyst class is: 10. (4) Reactant: [Mg].II.Br[C:5]1[C:10]([O:11][CH3:12])=[CH:9][C:8]([CH2:13][O:14][CH3:15])=[CH:7][C:6]=1[O:16][CH3:17].[B:18]([O:23]C)([O:21]C)[O:19]C.[Cl-].[NH4+]. Product: [CH3:17][O:16][C:6]1[CH:7]=[C:8]([CH2:13][O:14][CH3:15])[CH:9]=[C:10]([O:11][CH3:12])[C:5]=1[O:19][B:18]([OH:23])[OH:21]. The catalyst class is: 83. (5) Reactant: C(=O)([O-])[O-].[K+].[K+].[Cl:7][C:8]1[CH:15]=[CH:14][C:11]([CH2:12]Br)=[CH:10][CH:9]=1.[Br:16][C:17]1[CH:26]=[C:25]2[C:20]([C:21](=[O:32])[C:22]([C:27]([O:29][CH2:30][CH3:31])=[O:28])=[CH:23][NH:24]2)=[CH:19][CH:18]=1. Product: [Br:16][C:17]1[CH:26]=[C:25]2[C:20]([C:21](=[O:32])[C:22]([C:27]([O:29][CH2:30][CH3:31])=[O:28])=[CH:23][N:24]2[CH2:12][C:11]2[CH:14]=[CH:15][C:8]([Cl:7])=[CH:9][CH:10]=2)=[CH:19][CH:18]=1. The catalyst class is: 10.